This data is from Peptide-MHC class I binding affinity with 185,985 pairs from IEDB/IMGT. The task is: Regression. Given a peptide amino acid sequence and an MHC pseudo amino acid sequence, predict their binding affinity value. This is MHC class I binding data. (1) The peptide sequence is FVDGVPFVV. The MHC is HLA-A02:03 with pseudo-sequence HLA-A02:03. The binding affinity (normalized) is 0.589. (2) The peptide sequence is AYISSEATTPF. The MHC is Patr-A0901 with pseudo-sequence Patr-A0901. The binding affinity (normalized) is 0.637.